Dataset: Peptide-MHC class II binding affinity with 134,281 pairs from IEDB. Task: Regression. Given a peptide amino acid sequence and an MHC pseudo amino acid sequence, predict their binding affinity value. This is MHC class II binding data. (1) The peptide sequence is VLMEWLKTRPILSPL. The MHC is HLA-DQA10301-DQB10302 with pseudo-sequence HLA-DQA10301-DQB10302. The binding affinity (normalized) is 0.375. (2) The peptide sequence is IGICVAVTVAILYSM. The MHC is H-2-IAb with pseudo-sequence H-2-IAb. The binding affinity (normalized) is 0.